Task: Predict the reactants needed to synthesize the given product.. Dataset: Full USPTO retrosynthesis dataset with 1.9M reactions from patents (1976-2016) (1) Given the product [C:31]([O:35][C:36]([N:38]1[CH2:43][CH2:42][N:41]([C:19]2[CH:20]=[CH:21][C:9]3[C:8](=[O:30])[C:7]4[C:6]5[C:14](=[CH:15][C:3]([C:1]#[N:2])=[CH:4][CH:5]=5)[NH:13][C:12]=4[C:11]([CH3:16])([CH3:17])[C:10]=3[CH:18]=2)[CH2:40][CH2:39]1)=[O:37])([CH3:34])([CH3:32])[CH3:33], predict the reactants needed to synthesize it. The reactants are: [C:1]([C:3]1[CH:15]=[C:14]2[C:6]([C:7]3[C:8](=[O:30])[C:9]4[CH:21]=[CH:20][C:19](OS(C(F)(F)F)(=O)=O)=[CH:18][C:10]=4[C:11]([CH3:17])([CH3:16])[C:12]=3[NH:13]2)=[CH:5][CH:4]=1)#[N:2].[C:31]([O:35][C:36]([N:38]1[CH2:43][CH2:42][NH:41][CH2:40][CH2:39]1)=[O:37])([CH3:34])([CH3:33])[CH3:32]. (2) Given the product [CH2:23]([O:20][C:19]1[C:14]([Br:13])=[N:15][CH:16]=[CH:17][CH:18]=1)[CH:22]=[CH2:21], predict the reactants needed to synthesize it. The reactants are: N(C(OCC)=O)=NC(OCC)=O.[Br:13][C:14]1[C:19]([OH:20])=[CH:18][CH:17]=[CH:16][N:15]=1.[CH2:21](O)[CH:22]=[CH2:23].C1C=CC(P(C2C=CC=CC=2)C2C=CC=CC=2)=CC=1. (3) The reactants are: Cl[C:2]1[C:7]([N+:8]([O-:10])=[O:9])=[CH:6][CH:5]=[CH:4][N:3]=1.[C:11]([O:15][C:16](=[O:22])[NH:17][CH2:18][CH2:19][CH2:20][NH2:21])([CH3:14])([CH3:13])[CH3:12].C(=O)([O-])[O-].[K+].[K+].C(#N)C. Given the product [N+:8]([C:7]1[C:2]([NH:21][CH2:20][CH2:19][CH2:18][NH:17][C:16](=[O:22])[O:15][C:11]([CH3:13])([CH3:12])[CH3:14])=[N:3][CH:4]=[CH:5][CH:6]=1)([O-:10])=[O:9], predict the reactants needed to synthesize it. (4) The reactants are: [C:1]([O:5][C:6]([C:8]1[S:9][C:10]([C:15]2[CH:20]=[CH:19][CH:18]=[CH:17][CH:16]=2)=[CH:11][C:12]=1[CH:13]=[O:14])=[O:7])([CH3:4])([CH3:3])[CH3:2].CSC.P([O-])(O)(O)=[O:25].[Na+].Cl([O-])=O.[Na+]. Given the product [C:1]([O:5][C:6]([C:8]1[S:9][C:10]([C:15]2[CH:20]=[CH:19][CH:18]=[CH:17][CH:16]=2)=[CH:11][C:12]=1[C:13]([OH:25])=[O:14])=[O:7])([CH3:4])([CH3:2])[CH3:3], predict the reactants needed to synthesize it. (5) Given the product [CH2:5]([O:7][C:8]([C@@H:10]1[N:14]([CH3:15])[C:13](=[O:16])[CH2:12][C@@H:11]1[C:17]1[CH:22]=[CH:21][C:20]([I:24])=[CH:19][CH:18]=1)=[O:9])[CH3:6], predict the reactants needed to synthesize it. The reactants are: N([O-])=O.[Na+].[CH2:5]([O:7][C:8]([C@@H:10]1[N:14]([CH3:15])[C:13](=[O:16])[CH2:12][C@@H:11]1[C:17]1[CH:22]=[CH:21][C:20](N)=[CH:19][CH:18]=1)=[O:9])[CH3:6].[I-:24].[K+].II.S([O-])([O-])(=O)=S.[Na+].[Na+]. (6) Given the product [CH3:14][O:15][CH2:16][CH2:17][N:1]1[CH2:6][CH2:5][C:4](=[O:9])[CH2:3][CH2:2]1, predict the reactants needed to synthesize it. The reactants are: [NH:1]1[CH2:6][CH2:5][CH2:4][CH2:3][C:2]1=O.C(=O)([O-])[O-:9].[K+].[K+].[CH3:14][O:15][CH2:16][CH2:17]Br. (7) The reactants are: C(/[C:7]1[C:16]2[O:15][CH2:14][CH2:13][C:12](=[O:17])[C:11]=2[CH:10]=[CH:9][C:8]=1S)=C\C=C\C=C.C1N2CN3CN(C2)CN1C3. Given the product [O:15]1[C:16]2[C:11](=[CH:10][CH:9]=[CH:8][CH:7]=2)[C:12](=[O:17])[CH2:13][CH2:14]1, predict the reactants needed to synthesize it. (8) Given the product [CH3:32][O:33][C:34]1[CH:39]=[CH:38][CH:37]=[C:36]([O:40][CH3:41])[C:35]=1[C:2]1[CH:22]=[CH:21][C:5]2[N:6]([CH3:20])[C:7](=[O:19])[CH2:8][N:9]=[C:10]([C:11]3[CH:12]=[C:13]([CH:16]=[CH:17][CH:18]=3)[C:14]#[N:15])[C:4]=2[CH:3]=1, predict the reactants needed to synthesize it. The reactants are: Br[C:2]1[CH:22]=[CH:21][C:5]2[N:6]([CH3:20])[C:7](=[O:19])[CH2:8][N:9]=[C:10]([C:11]3[CH:12]=[C:13]([CH:16]=[CH:17][CH:18]=3)[C:14]#[N:15])[C:4]=2[CH:3]=1.C1(B(O)O)C=CC=CC=1.[CH3:32][O:33][C:34]1[CH:39]=[CH:38][CH:37]=[C:36]([O:40][CH3:41])[C:35]=1B(O)O. (9) Given the product [Cl:25][C:21]1[CH:20]=[C:19]([C:4]2[C:5]3[N:10]([CH2:11][C@H:12]4[CH2:13][CH2:14][C@H:15]([CH3:18])[CH2:16][CH2:17]4)[CH:9]=[CH:8][C:6]=3[N:7]=[C:2]([C:27]#[N:29])[N:3]=2)[CH:24]=[CH:23][CH:22]=1, predict the reactants needed to synthesize it. The reactants are: Cl[C:2]1[N:3]=[C:4]([C:19]2[CH:24]=[CH:23][CH:22]=[C:21]([Cl:25])[CH:20]=2)[C:5]2[N:10]([CH2:11][C@H:12]3[CH2:17][CH2:16][C@H:15]([CH3:18])[CH2:14][CH2:13]3)[CH:9]=[CH:8][C:6]=2[N:7]=1.C[C:27]([N:29](C)C)=O.